From a dataset of Forward reaction prediction with 1.9M reactions from USPTO patents (1976-2016). Predict the product of the given reaction. (1) Given the reactants [C:1]([Si:5]([O:8]/[C:9](/[C:12]1[CH:17]=[CH:16][CH:15]=[C:14](Cl)[CH:13]=1)=[CH:10]\[CH3:11])([CH3:7])[CH3:6])([CH3:4])([CH3:3])[CH3:2].[CH3:19][O:20]CCC(C1C=CC=CC=1)=O.[Si](OS(C(F)(F)F)(=O)=O)(C(C)(C)C)(C)C.CCN(CC)CC, predict the reaction product. The product is: [C:1]([Si:5]([O:8]/[C:9](/[C:12]1[CH:17]=[CH:16][CH:15]=[C:14]([O:20][CH3:19])[CH:13]=1)=[CH:10]\[CH3:11])([CH3:7])[CH3:6])([CH3:4])([CH3:3])[CH3:2]. (2) Given the reactants [Na].[CH:2]([O:4][CH2:5][CH3:6])=[O:3].ClCC(O[CH2:12][CH3:13])=O.[NH2:14][C:15]([NH2:17])=[S:16], predict the reaction product. The product is: [NH2:17][C:15]1[S:16][C:12]([C:2]([O:4][CH2:5][CH3:6])=[O:3])=[CH:13][N:14]=1.